Dataset: Full USPTO retrosynthesis dataset with 1.9M reactions from patents (1976-2016). Task: Predict the reactants needed to synthesize the given product. (1) Given the product [N:22]1([CH2:27][CH2:28][NH:29][C:30]([C:32]2[CH:36]=[C:35]([CH3:37])[NH:34][C:33]=2[CH:38]=[C:12]2[C:11]3[C:15](=[CH:16][CH:17]=[CH:18][C:10]=3[C:7]3[CH:6]=[CH:5][C:4]([O:3][C:2]([F:1])([F:20])[F:21])=[CH:9][CH:8]=3)[NH:14][C:13]2=[O:19])=[O:31])[CH:26]=[CH:25][N:24]=[N:23]1, predict the reactants needed to synthesize it. The reactants are: [F:1][C:2]([F:21])([F:20])[O:3][C:4]1[CH:9]=[CH:8][C:7]([C:10]2[CH:18]=[CH:17][CH:16]=[C:15]3[C:11]=2[CH2:12][C:13](=[O:19])[NH:14]3)=[CH:6][CH:5]=1.[N:22]1([CH2:27][CH2:28][NH:29][C:30]([C:32]2[CH:36]=[C:35]([CH3:37])[NH:34][C:33]=2[CH:38]=O)=[O:31])[CH:26]=[CH:25][N:24]=[N:23]1. (2) Given the product [CH3:17][O:16][C:13]1[CH:14]=[CH:15][C:10]([CH2:9][N:7]2[CH:8]=[C:4]3[C:5]([O:18][CH2:19][CH2:20][C:2]4[S:31][C:30]([NH:29][C:25]5[N:24]=[C:23]([CH3:22])[CH:28]=[CH:27][N:26]=5)=[N:32][C:3]=43)=[N:6]2)=[CH:11][CH:12]=1, predict the reactants needed to synthesize it. The reactants are: Br[CH:2]1[CH2:20][CH2:19][O:18][C:5]2=[N:6][N:7]([CH2:9][C:10]3[CH:15]=[CH:14][C:13]([O:16][CH3:17])=[CH:12][CH:11]=3)[CH:8]=[C:4]2[C:3]1=O.[CH3:22][C:23]1[CH:28]=[CH:27][N:26]=[C:25]([NH:29][C:30]([NH2:32])=[S:31])[N:24]=1. (3) The reactants are: Cl.C(N=C=NCCCN(C)C)C.[CH2:13]([O:20][C:21]([C:23]1([NH2:29])[CH2:28][CH2:27][CH2:26][CH2:25][CH2:24]1)=[O:22])[C:14]1[CH:19]=[CH:18][CH:17]=[CH:16][CH:15]=1.[O:30]1[CH2:34][CH2:33][CH2:32][C@H:31]1[C:35](O)=[O:36].ON1C2C=CC=CC=2N=N1. Given the product [CH2:13]([O:20][C:21]([C:23]1([NH:29][C:35]([C@@H:31]2[CH2:32][CH2:33][CH2:34][O:30]2)=[O:36])[CH2:24][CH2:25][CH2:26][CH2:27][CH2:28]1)=[O:22])[C:14]1[CH:19]=[CH:18][CH:17]=[CH:16][CH:15]=1, predict the reactants needed to synthesize it. (4) Given the product [CH2:1]([N:8]1[CH2:13][CH2:12][NH:11][C@@H:10]([CH2:14][CH2:15][O:16][C:19]2[CH:20]=[C:21]([O:24][CH3:25])[CH:22]=[CH:23][C:18]=2[Br:17])[CH2:9]1)[C:2]1[CH:3]=[CH:4][CH:5]=[CH:6][CH:7]=1, predict the reactants needed to synthesize it. The reactants are: [CH2:1]([N:8]1[CH2:13][CH2:12][NH:11][C@@H:10]([CH2:14][CH2:15][OH:16])[CH2:9]1)[C:2]1[CH:7]=[CH:6][CH:5]=[CH:4][CH:3]=1.[Br:17][C:18]1[CH:23]=[CH:22][C:21]([O:24][CH3:25])=[CH:20][C:19]=1O.N(C(OC(C)(C)C)=O)=NC(OC(C)(C)C)=O.C1C=CC(P(C2C=CC=CC=2)C2C=CC=CC=2)=CC=1. (5) Given the product [Cl:1][C:2]1[CH:7]=[CH:6][C:5]([C:8]2[CH:13]=[C:12]([CH3:14])[N:11]=[C:10]([N:15]3[CH:19]=[C:18]([Sn:33]([CH2:34][CH2:35][CH2:36][CH3:37])([CH2:38][CH2:39][CH2:40][CH3:41])[CH2:29][CH2:30][CH2:31][CH3:32])[N:17]=[CH:16]3)[N:9]=2)=[CH:4][C:3]=1[CH3:21], predict the reactants needed to synthesize it. The reactants are: [Cl:1][C:2]1[CH:7]=[CH:6][C:5]([C:8]2[CH:13]=[C:12]([CH3:14])[N:11]=[C:10]([N:15]3[CH:19]=[C:18](I)[N:17]=[CH:16]3)[N:9]=2)=[CH:4][C:3]=1[CH3:21].[Cl-].[Li+].C([Mg]Cl)(C)C.[CH2:29]([Sn:33](Cl)([CH2:38][CH2:39][CH2:40][CH3:41])[CH2:34][CH2:35][CH2:36][CH3:37])[CH2:30][CH2:31][CH3:32].[Cl-].[NH4+].